This data is from Catalyst prediction with 721,799 reactions and 888 catalyst types from USPTO. The task is: Predict which catalyst facilitates the given reaction. Reactant: [CH3:1][O:2][C:3]1[CH:8]=[CH:7][C:6]([CH2:9][C@H:10]([NH:14][C:15](=[O:28])[C@@H:16]([NH:18][C:19](=[O:27])[CH2:20][N:21]2[CH2:26][CH2:25][O:24][CH2:23][CH2:22]2)[CH3:17])[C:11](O)=[O:12])=[CH:5][CH:4]=1.[NH2:29][C@@H:30]([CH2:37][C:38]1[CH2:42][CH2:41][CH2:40][CH:39]=1)[C:31]([C@@:33]1([CH3:36])[CH2:35][O:34]1)=[O:32].CN(C(ON1N=NC2C=CC=NC1=2)=[N+](C)C)C.F[P-](F)(F)(F)(F)F.CCN(C(C)C)C(C)C. Product: [C:38]1([CH2:37][C@H:30]([NH:29][C:11](=[O:12])[C@@H:10]([NH:14][C:15](=[O:28])[C@@H:16]([NH:18][C:19](=[O:27])[CH2:20][N:21]2[CH2:22][CH2:23][O:24][CH2:25][CH2:26]2)[CH3:17])[CH2:9][C:6]2[CH:7]=[CH:8][C:3]([O:2][CH3:1])=[CH:4][CH:5]=2)[C:31]([C@@:33]2([CH3:36])[CH2:35][O:34]2)=[O:32])[CH2:42][CH2:41][CH2:40][CH:39]=1. The catalyst class is: 34.